Dataset: Full USPTO retrosynthesis dataset with 1.9M reactions from patents (1976-2016). Task: Predict the reactants needed to synthesize the given product. Given the product [Cl:82][C:72]1[CH:73]=[C:74]([C:78]([F:80])([F:81])[F:79])[CH:75]=[C:76]([CH3:10])[C:71]=1[N:62]1[C:63]([CH3:70])=[C:64]([S:65][C:66]([F:67])([F:68])[F:69])[C:60]([C:58]#[N:59])=[N:61]1, predict the reactants needed to synthesize it. The reactants are: CB1OB(C)OB(C)O1.[CH3:10]C1(C)C2C(=C(P(C3C=CC=CC=3)C3C=CC=CC=3)C=CC=2)OC2C(P(C3C=CC=CC=3)C3C=CC=CC=3)=CC=CC1=2.C(=O)([O-])[O-].[K+].[K+].[C:58]([C:60]1[C:64]([S:65][C:66]([F:69])([F:68])[F:67])=[C:63]([CH3:70])[N:62]([C:71]2[C:76](Cl)=[CH:75][C:74]([C:78]([F:81])([F:80])[F:79])=[CH:73][C:72]=2[Cl:82])[N:61]=1)#[N:59].